From a dataset of Catalyst prediction with 721,799 reactions and 888 catalyst types from USPTO. Predict which catalyst facilitates the given reaction. (1) Reactant: [NH2:1][C:2]1[CH:3]=[C:4]([C:15]2[C:24]3[C:19](=[CH:20][CH:21]=[CH:22][CH:23]=3)[C:18](=[O:25])[NH:17][N:16]=2)[CH:5]=[CH:6][C:7]=1[N:8]1[CH2:13][CH2:12][N:11]([CH3:14])[CH2:10][CH2:9]1.CCN(CC)CC.[O:33]1[C:37]2[CH:38]=[CH:39][C:40]([C:42](Cl)=[O:43])=[CH:41][C:36]=2[O:35][CH2:34]1. Product: [CH3:14][N:11]1[CH2:10][CH2:9][N:8]([C:7]2[CH:6]=[CH:5][C:4]([C:15]3[C:24]4[C:19](=[CH:20][CH:21]=[CH:22][CH:23]=4)[C:18](=[O:25])[NH:17][N:16]=3)=[CH:3][C:2]=2[NH:1][C:42]([C:40]2[CH:39]=[CH:38][C:37]3[O:33][CH2:34][O:35][C:36]=3[CH:41]=2)=[O:43])[CH2:13][CH2:12]1. The catalyst class is: 1. (2) Reactant: [OH:1][C:2]1[N:6]([C:7]2[CH:12]=[CH:11][CH:10]=[CH:9][CH:8]=2)[N:5]=[C:4]([C:13]([OH:15])=O)[CH:3]=1.[CH2:16]([O:18][C:19]([N:21]1[CH2:26][CH2:25][N:24]([C:27](=[O:36])[C@@H:28]([NH2:35])[CH2:29][CH2:30][S:31]([CH3:34])(=[O:33])=[O:32])[CH2:23][CH2:22]1)=[O:20])[CH3:17].C1C=CC2N(O)N=NC=2C=1.CCN(C(C)C)C(C)C. Product: [CH2:16]([O:18][C:19]([N:21]1[CH2:22][CH2:23][N:24]([C:27](=[O:36])[C@@H:28]([NH:35][C:13]([C:4]2[CH:3]=[C:2]([OH:1])[N:6]([C:7]3[CH:8]=[CH:9][CH:10]=[CH:11][CH:12]=3)[N:5]=2)=[O:15])[CH2:29][CH2:30][S:31]([CH3:34])(=[O:32])=[O:33])[CH2:25][CH2:26]1)=[O:20])[CH3:17]. The catalyst class is: 607.